Dataset: Full USPTO retrosynthesis dataset with 1.9M reactions from patents (1976-2016). Task: Predict the reactants needed to synthesize the given product. (1) Given the product [Cl:1][C:2]1[CH:3]=[C:4]([C:21]2[CH:22]=[CH:23][C:24]([O:25][CH3:26])=[C:19]([F:18])[CH:20]=2)[CH:5]=[CH:6][C:7]=1[CH:8]=[O:9], predict the reactants needed to synthesize it. The reactants are: [Cl:1][C:2]1[CH:3]=[C:4](OS(C(F)(F)F)(=O)=O)[CH:5]=[CH:6][C:7]=1[CH:8]=[O:9].[F:18][C:19]1[CH:20]=[C:21](B(O)O)[CH:22]=[CH:23][C:24]=1[O:25][CH3:26]. (2) The reactants are: C(N(CC)CC)C.[F:8][C:9]([F:28])([F:27])[C:10]1[CH:11]=[C:12]([N:16]=[C:17]2[C:21]3[CH:22]=[CH:23][CH:24]=[CH:25][C:20]=3[NH:19][C:18]2=[O:26])[CH:13]=[CH:14][CH:15]=1.[CH2:29]([O:36][C:37]1[CH:42]=[CH:41][CH:40]=[CH:39][C:38]=1B(O)O)[C:30]1[CH:35]=[CH:34][CH:33]=[CH:32][CH:31]=1.O. Given the product [C:30]1([CH2:29][O:36][C:37]2[CH:42]=[CH:41][CH:40]=[CH:39][C:38]=2[N:19]2[C:20]3[CH:25]=[CH:24][CH:23]=[CH:22][C:21]=3[C:17](=[N:16][C:12]3[CH:13]=[CH:14][CH:15]=[C:10]([C:9]([F:8])([F:27])[F:28])[CH:11]=3)[C:18]2=[O:26])[CH:31]=[CH:32][CH:33]=[CH:34][CH:35]=1, predict the reactants needed to synthesize it. (3) Given the product [F:23][CH:22]([F:24])[O:1][C:2]1[CH:3]=[C:4]([CH:9]=[CH:10][C:11]=1[N+:12]([O-:14])=[O:13])[C:5]([O:7][CH3:8])=[O:6], predict the reactants needed to synthesize it. The reactants are: [OH:1][C:2]1[CH:3]=[C:4]([CH:9]=[CH:10][C:11]=1[N+:12]([O-:14])=[O:13])[C:5]([O:7][CH3:8])=[O:6].C([O-])([O-])=O.[K+].[K+].I[CH:22]([F:24])[F:23].O. (4) Given the product [C:1]([O:5][C:6]([N:8]1[CH2:9][CH2:10][CH:11]([C:14]2[N:19]=[C:18]([C:20]([OH:22])=[O:21])[CH:17]=[CH:16][CH:15]=2)[CH2:12][CH2:13]1)=[O:7])([CH3:4])([CH3:2])[CH3:3], predict the reactants needed to synthesize it. The reactants are: [C:1]([O:5][C:6]([N:8]1[CH2:13][CH2:12][CH:11]([C:14]2[N:19]=[C:18]([C:20]([O:22]CC)=[O:21])[CH:17]=[CH:16][CH:15]=2)[CH2:10][CH2:9]1)=[O:7])([CH3:4])([CH3:3])[CH3:2].O.[OH-].[Li+]. (5) Given the product [Cl:1][C:2]1[C:3]2[N:4]([C:8]([CH:11]3[CH2:12][C:13]([CH3:16])([OH:15])[CH2:14]3)=[N:9][CH:10]=2)[CH:5]=[CH:6][N:7]=1, predict the reactants needed to synthesize it. The reactants are: [Cl:1][C:2]1[C:3]2[N:4]([C:8]([CH:11]3[CH2:14][C:13](=[O:15])[CH2:12]3)=[N:9][CH:10]=2)[CH:5]=[CH:6][N:7]=1.[CH3:16][Mg]Cl. (6) Given the product [N+:8]([C:5]1[CH:6]=[CH:7][C:2]2[S:17][CH:16]=[N:11][C:3]=2[CH:4]=1)([O-:10])=[O:9], predict the reactants needed to synthesize it. The reactants are: Cl[C:2]1[CH:7]=[CH:6][C:5]([N+:8]([O-:10])=[O:9])=[CH:4][C:3]=1[N+:11]([O-])=O.CN(C)[CH:16]=[S:17].C(O)C. (7) Given the product [NH2:1][C:2]1[O:6][N:5]=[C:4]([C:7]2[CH:8]=[CH:9][C:10]([O:13][C:14]([F:15])([F:16])[F:17])=[CH:11][CH:12]=2)[C:3]=1[C:18]([N:46]1[CH2:45][CH2:44][N:43]([C:49]2[CH:50]=[CH:51][C:52]([OH:55])=[CH:53][CH:54]=2)[CH2:48][CH2:47]1)=[O:19], predict the reactants needed to synthesize it. The reactants are: [NH2:1][C:2]1[O:6][N:5]=[C:4]([C:7]2[CH:12]=[CH:11][C:10]([O:13][C:14]([F:17])([F:16])[F:15])=[CH:9][CH:8]=2)[C:3]=1[C:18](O)=[O:19].Cl.C(N=C=NCCCN(C)C)C.OC1C2N=NNC=2C=CC=1.[N:43]1([C:49]2[CH:54]=[CH:53][C:52]([OH:55])=[CH:51][CH:50]=2)[CH2:48][CH2:47][NH:46][CH2:45][CH2:44]1. (8) The reactants are: [Cl:1][C:2]1[C:3]([OH:10])=[C:4]([CH:7]=[CH:8][CH:9]=1)[CH:5]=[O:6].[Si:11]([O:18][CH2:19][CH2:20][CH2:21][CH2:22]O)([C:14]([CH3:17])([CH3:16])[CH3:15])([CH3:13])[CH3:12].C1(P(C2C=CC=CC=2)C2C=CC=CC=2)C=CC=CC=1.N(/C(OC(C)(C)C)=O)=N\C(OC(C)(C)C)=O. Given the product [Si:11]([O:18][CH2:19][CH2:20][CH2:21][CH2:22][O:10][C:3]1[C:2]([Cl:1])=[CH:9][CH:8]=[CH:7][C:4]=1[CH:5]=[O:6])([C:14]([CH3:15])([CH3:16])[CH3:17])([CH3:12])[CH3:13], predict the reactants needed to synthesize it. (9) Given the product [OH:31][C@@:24]1([C:23]#[C:22][C:18]2[CH:17]=[C:16]([C:14]3[N:13]=[C:12]([C:32]([O:34][CH2:35][CH3:36])=[O:33])[CH:11]=[C:10]([C:5]4[NH:1][N:2]=[CH:3][CH:4]=4)[N:15]=3)[CH:21]=[CH:20][CH:19]=2)[CH2:28][CH2:27][N:26]([CH3:29])[C:25]1=[O:30], predict the reactants needed to synthesize it. The reactants are: [NH:1]1[C:5](B(O)O)=[CH:4][CH:3]=[N:2]1.Cl[C:10]1[N:15]=[C:14]([C:16]2[CH:21]=[CH:20][CH:19]=[C:18]([C:22]#[C:23][C@:24]3([OH:31])[CH2:28][CH2:27][N:26]([CH3:29])[C:25]3=[O:30])[CH:17]=2)[N:13]=[C:12]([C:32]([O:34][CH2:35][CH3:36])=[O:33])[CH:11]=1.